From a dataset of NCI-60 drug combinations with 297,098 pairs across 59 cell lines. Regression. Given two drug SMILES strings and cell line genomic features, predict the synergy score measuring deviation from expected non-interaction effect. Drug 1: CS(=O)(=O)C1=CC(=C(C=C1)C(=O)NC2=CC(=C(C=C2)Cl)C3=CC=CC=N3)Cl. Drug 2: C1=NC2=C(N=C(N=C2N1C3C(C(C(O3)CO)O)O)F)N. Cell line: A498. Synergy scores: CSS=2.44, Synergy_ZIP=-0.931, Synergy_Bliss=-0.788, Synergy_Loewe=-2.24, Synergy_HSA=-2.04.